This data is from Reaction yield outcomes from USPTO patents with 853,638 reactions. The task is: Predict the reaction yield, written as a fraction of the theoretical maximum amount of product (1.0 means a 100% yield; for example, 0.34 means a 34% yield). (1) The reactants are [CH3:1][O-:2].[Na+].[CH2:4]([O:6][C:7](=[O:15])[C:8]1[CH:13]=[CH:12][CH:11]=[N:10][C:9]=1Cl)[CH3:5]. The catalyst is CO. The product is [CH2:4]([O:6][C:7](=[O:15])[C:8]1[CH:13]=[CH:12][CH:11]=[N:10][C:9]=1[O:2][CH3:1])[CH3:5]. The yield is 0.790. (2) The reactants are [F:1][C:2]1[CH:10]=[CH:9][C:8]([CH3:11])=[CH:7][C:3]=1[C:4]([OH:6])=[O:5].C1C(=O)N(Br)C(=[O:15])C1.C(OOC(=O)C1C=CC=CC=1)(=O)C1C=CC=CC=1.Cl. The catalyst is C(Cl)(Cl)(Cl)Cl.O.[N+]([O-])([O-])=O.[Ag+]. The product is [F:1][C:2]1[CH:10]=[CH:9][C:8]([CH:11]=[O:15])=[CH:7][C:3]=1[C:4]([OH:6])=[O:5]. The yield is 0.150. (3) The reactants are [O:1]=[C:2]1[CH2:7][CH2:6][N:5]([C:8]([O:10][C:11]([CH3:14])([CH3:13])[CH3:12])=[O:9])[CH2:4][CH2:3]1.C[Si](Cl)(C)C.C([O-])(O)=O.[Na+].C1C(=O)N([Br:32])C(=O)C1. The catalyst is CN(C=O)C.C1COCC1.CCCCCC.O. The product is [Br:32][CH:7]1[C:2](=[O:1])[CH2:3][CH2:4][N:5]([C:8]([O:10][C:11]([CH3:14])([CH3:13])[CH3:12])=[O:9])[CH2:6]1. The yield is 0.780.